Dataset: Forward reaction prediction with 1.9M reactions from USPTO patents (1976-2016). Task: Predict the product of the given reaction. (1) Given the reactants [Cl:1][C:2]1[CH:10]=[CH:9][CH:8]=[C:7]2[C:3]=1[CH:4]=[CH:5][NH:6]2.Br[CH2:12][CH2:13][CH:14]([O:17][CH3:18])[O:15][CH3:16].[OH-].[K+], predict the reaction product. The product is: [Cl:1][C:2]1[CH:10]=[CH:9][CH:8]=[C:7]2[C:3]=1[CH:4]=[CH:5][N:6]2[CH2:12][CH2:13][CH:14]([O:17][CH3:18])[O:15][CH3:16]. (2) Given the reactants [NH2:1][C:2]1[CH:3]=[C:4]([CH:17]([CH3:24])[CH2:18][C:19]([O:21]CC)=[O:20])[CH:5]=[CH:6][C:7]=1[N:8]([CH2:13][CH:14]([CH3:16])[CH3:15])[CH2:9][CH:10]([CH3:12])[CH3:11].[N:25]([C:28]1[CH:33]=[CH:32][C:31]([CH3:34])=[CH:30][CH:29]=1)=[C:26]=[O:27].[OH-].[Na+].CO, predict the reaction product. The product is: [CH2:13]([N:8]([CH2:9][CH:10]([CH3:11])[CH3:12])[C:7]1[CH:6]=[CH:5][C:4]([CH:17]([CH3:24])[CH2:18][C:19]([OH:21])=[O:20])=[CH:3][C:2]=1[NH:1][C:26]([NH:25][C:28]1[CH:33]=[CH:32][C:31]([CH3:34])=[CH:30][CH:29]=1)=[O:27])[CH:14]([CH3:15])[CH3:16].